This data is from Catalyst prediction with 721,799 reactions and 888 catalyst types from USPTO. The task is: Predict which catalyst facilitates the given reaction. (1) Reactant: [F:1][C:2]1[CH:3]=[C:4]([CH:6]=[CH:7][C:8]=1[F:9])[NH2:5].[C:10](O[C:10]([O:12][C:13]([CH3:16])([CH3:15])[CH3:14])=[O:11])([O:12][C:13]([CH3:16])([CH3:15])[CH3:14])=[O:11]. Product: [C:13]([O:12][C:10]([NH:5][C:4]1[CH:6]=[CH:7][C:8]([F:9])=[C:2]([F:1])[CH:3]=1)=[O:11])([CH3:16])([CH3:15])[CH3:14]. The catalyst class is: 1. (2) Reactant: Br[C:2]1[CH:7]=[CH:6][C:5]([C:8]2[NH:17][C:16](=[O:18])[C:15]3[C:10](=[CH:11][C:12]([O:21][CH3:22])=[CH:13][C:14]=3[O:19][CH3:20])[N:9]=2)=[CH:4][CH:3]=1.C([O-])([O-])=O.[K+].[K+].CC1(C)C(C)(C)OB([C:37]2[CH2:42][CH2:41][N:40]([C:43]([O:45][C:46]([CH3:49])([CH3:48])[CH3:47])=[O:44])[CH2:39][CH:38]=2)O1. Product: [CH3:20][O:19][C:14]1[CH:13]=[C:12]([O:21][CH3:22])[CH:11]=[C:10]2[C:15]=1[C:16](=[O:18])[NH:17][C:8]([C:5]1[CH:6]=[CH:7][C:2]([C:37]3[CH2:42][CH2:41][N:40]([C:43]([O:45][C:46]([CH3:49])([CH3:48])[CH3:47])=[O:44])[CH2:39][CH:38]=3)=[CH:3][CH:4]=1)=[N:9]2. The catalyst class is: 151. (3) Reactant: [OH:1][CH:2]([C:5]1[N:6]=[C:7]([C:10]2[N:11]([C:15]([O:17][C:18]([CH3:21])([CH3:20])[CH3:19])=[O:16])[CH:12]=[CH:13][CH:14]=2)[S:8][CH:9]=1)[CH2:3][OH:4].[Br:22]N1C(=O)CCC1=O.O. Product: [Br:22][C:12]1[N:11]([C:15]([O:17][C:18]([CH3:21])([CH3:20])[CH3:19])=[O:16])[C:10]([C:7]2[S:8][CH:9]=[C:5]([CH:2]([OH:1])[CH2:3][OH:4])[N:6]=2)=[CH:14][CH:13]=1. The catalyst class is: 7. (4) Reactant: CN(C(ON1N=NC2C=CC=NC1=2)=[N+](C)C)C.F[P-](F)(F)(F)(F)F.[NH2:25][CH2:26][C:27]1[C:28]([F:44])=[C:29]([O:34][C:35]2[CH:36]=[C:37]([CH:40]=[C:41]([Cl:43])[CH:42]=2)[C:38]#[N:39])[C:30]([Cl:33])=[CH:31][CH:32]=1.[Cl:45][C:46]1[CH:54]=[C:53]2[C:49]([CH:50]=[C:51]([C:55](O)=[O:56])[NH:52]2)=[CH:48][CH:47]=1.CCN(C(C)C)C(C)C. Product: [Cl:45][C:46]1[CH:54]=[C:53]2[C:49]([CH:50]=[C:51]([C:55]([NH:25][CH2:26][C:27]3[CH:32]=[CH:31][C:30]([Cl:33])=[C:29]([O:34][C:35]4[CH:36]=[C:37]([C:38]#[N:39])[CH:40]=[C:41]([Cl:43])[CH:42]=4)[C:28]=3[F:44])=[O:56])[NH:52]2)=[CH:48][CH:47]=1. The catalyst class is: 248. (5) Product: [C:4]([O:3][C:1]([N:8]1[CH2:9][CH2:10][N:11]([CH2:14][C:15]([CH3:18])([CH3:17])[CH3:16])[CH2:12][CH2:13]1)=[O:2])([CH3:7])([CH3:6])[CH3:5]. Reactant: [C:1]([N:8]1[CH2:13][CH2:12][NH:11][CH2:10][CH2:9]1)([O:3][C:4]([CH3:7])([CH3:6])[CH3:5])=[O:2].[CH:14](=O)[C:15]([CH3:18])([CH3:17])[CH3:16]. The catalyst class is: 91. (6) Reactant: [CH2:1]([N:3]([CH:16]1[CH2:21][CH2:20][CH2:19][C:18]([C:22]2[CH:27]=[CH:26][N:25]=[CH:24][CH:23]=2)=[CH:17]1)[C:4]1[CH:11]=[CH:10][C:7]([C:8]#[N:9])=[C:6]([C:12]([F:15])([F:14])[F:13])[CH:5]=1)[CH3:2]. Product: [CH2:1]([N:3]([C@H:16]1[CH2:21][CH2:20][CH2:19][C@@H:18]([C:22]2[CH:27]=[CH:26][N:25]=[CH:24][CH:23]=2)[CH2:17]1)[C:4]1[CH:11]=[CH:10][C:7]([C:8]#[N:9])=[C:6]([C:12]([F:14])([F:13])[F:15])[CH:5]=1)[CH3:2]. The catalyst class is: 19.